This data is from Full USPTO retrosynthesis dataset with 1.9M reactions from patents (1976-2016). The task is: Predict the reactants needed to synthesize the given product. The reactants are: [CH3:1][O:2][C:3]1[CH:8]=[CH:7][C:6]([S:9]([N:12]2[CH2:17][CH2:16][N:15]([CH:18]([C:20]3[NH:29][C:28](=O)[C:27]4[C:22](=[CH:23][CH:24]=[CH:25][CH:26]=4)[N:21]=3)[CH3:19])[CH2:14][CH2:13]2)(=[O:11])=[O:10])=[CH:5][CH:4]=1.P(Cl)(Cl)([Cl:33])=O. Given the product [Cl:33][C:28]1[C:27]2[C:22](=[CH:23][CH:24]=[CH:25][CH:26]=2)[N:21]=[C:20]([CH:18]([N:15]2[CH2:16][CH2:17][N:12]([S:9]([C:6]3[CH:7]=[CH:8][C:3]([O:2][CH3:1])=[CH:4][CH:5]=3)(=[O:11])=[O:10])[CH2:13][CH2:14]2)[CH3:19])[N:29]=1, predict the reactants needed to synthesize it.